This data is from Catalyst prediction with 721,799 reactions and 888 catalyst types from USPTO. The task is: Predict which catalyst facilitates the given reaction. (1) Reactant: [O:1]=[S:2]1(=[O:27])[C:6]2[CH:7]=[CH:8][CH:9]=[CH:10][C:5]=2[C:4]2[CH:11]=[C:12]([NH:15][C:16]([N:18]3[CH2:23][CH2:22][CH:21]([C:24]([OH:26])=O)[CH2:20][CH2:19]3)=[O:17])[CH:13]=[CH:14][C:3]1=2.[NH:28]1[CH2:33][CH2:32][O:31][CH2:30][CH2:29]1.CCN=C=NCCCN(C)C.O.ON1C2C=CC=CC=2N=N1. Product: [O:1]=[S:2]1(=[O:27])[C:6]2[CH:7]=[CH:8][CH:9]=[CH:10][C:5]=2[C:4]2[CH:11]=[C:12]([NH:15][C:16]([N:18]3[CH2:19][CH2:20][CH:21]([C:24]([N:28]4[CH2:33][CH2:32][O:31][CH2:30][CH2:29]4)=[O:26])[CH2:22][CH2:23]3)=[O:17])[CH:13]=[CH:14][C:3]1=2. The catalyst class is: 3. (2) Reactant: [NH2:1][C:2]1[N:7]=[CH:6][N:5]=[C:4]2[N:8]([C@H:32]3[CH2:37][CH2:36][C@H:35]([N:38]4[CH2:43][CH2:42][N:41]([CH3:44])[CH2:40][CH2:39]4)[CH2:34][CH2:33]3)[N:9]=[C:10]([C:11]3[CH:16]=[CH:15][C:14]([NH:17][C:18](=[O:29])[C:19]4[CH:24]=[CH:23][C:22]([C:25]([F:28])([F:27])[F:26])=[CH:21][CH:20]=4)=[C:13]([O:30][CH3:31])[CH:12]=3)[C:3]=12.[C:45]([OH:52])(=[O:51])/[CH:46]=[CH:47]\[C:48]([OH:50])=[O:49]. Product: [C:45]([OH:52])(=[O:51])/[CH:46]=[CH:47]\[C:48]([OH:50])=[O:49].[C:45]([OH:52])(=[O:51])/[CH:46]=[CH:47]\[C:48]([OH:50])=[O:49].[C:45]([OH:52])(=[O:51])/[CH:46]=[CH:47]\[C:48]([OH:50])=[O:49].[NH2:1][C:2]1[N:7]=[CH:6][N:5]=[C:4]2[N:8]([C@H:32]3[CH2:33][CH2:34][C@H:35]([N:38]4[CH2:39][CH2:40][N:41]([CH3:44])[CH2:42][CH2:43]4)[CH2:36][CH2:37]3)[N:9]=[C:10]([C:11]3[CH:16]=[CH:15][C:14]([NH:17][C:18](=[O:29])[C:19]4[CH:20]=[CH:21][C:22]([C:25]([F:26])([F:28])[F:27])=[CH:23][CH:24]=4)=[C:13]([O:30][CH3:31])[CH:12]=3)[C:3]=12. The catalyst class is: 13. (3) Product: [CH2:21]([C:2]1[C:8]2[CH:9]=[CH:10][CH:11]=[CH:12][C:7]=2[S:6][C:5]2[CH:13]=[CH:14][CH:15]=[CH:16][C:4]=2[N:3]=1)[CH2:17][CH2:18][CH3:19]. The catalyst class is: 60. Reactant: Cl[C:2]1[C:8]2[CH:9]=[CH:10][CH:11]=[CH:12][C:7]=2[S:6][C:5]2[CH:13]=[CH:14][CH:15]=[CH:16][C:4]=2[N:3]=1.[CH2:17]1[CH2:21]O[CH2:19][CH2:18]1.[Cl-].[Mg+2].[Cl-]. (4) Reactant: [F:1][CH2:2][CH2:3][O:4][CH2:5][CH2:6][O:7][CH2:8][CH2:9][O:10][C:11]1[CH:23]=[C:22]2[C:14]([C:15]3[CH:16]=[CH:17][C:18]([NH2:24])=[CH:19][C:20]=3[NH:21]2)=[CH:13][CH:12]=1.[CH2:25]=O.C[O-].[Na+].[BH4-].[Na+]. Product: [F:1][CH2:2][CH2:3][O:4][CH2:5][CH2:6][O:7][CH2:8][CH2:9][O:10][C:11]1[CH:23]=[C:22]2[C:14]([C:15]3[CH:16]=[CH:17][C:18]([NH:24][CH3:25])=[CH:19][C:20]=3[NH:21]2)=[CH:13][CH:12]=1. The catalyst class is: 5. (5) Product: [CH3:19][C:6]1[CH:5]=[C:3]([NH:4][C:21]2[N:26]=[C:25]([NH:27][C:28]3[CH:32]=[C:31]([CH3:33])[NH:30][N:29]=3)[C:24]([C:34]([F:35])([F:37])[F:36])=[CH:23][N:22]=2)[C:2]([CH3:1])=[CH:8][C:7]=1[CH:9]1[CH2:10][CH2:11][C:12](=[O:16])[CH2:17][CH2:18]1. Reactant: [CH3:1][C:2]1[CH:8]=[C:7]([CH:9]2[CH2:18][CH2:17][C:12]3([O:16]CCO3)[CH2:11][CH2:10]2)[C:6]([CH3:19])=[CH:5][C:3]=1[NH2:4].Cl[C:21]1[N:26]=[C:25]([NH:27][C:28]2[CH:32]=[C:31]([CH3:33])[NH:30][N:29]=2)[C:24]([C:34]([F:37])([F:36])[F:35])=[CH:23][N:22]=1.Cl.CO. The catalyst class is: 41. (6) Reactant: [N:1]1([C:7]([C:9]2[C:10]3[CH2:27][S:26](=[O:29])(=[O:28])[C:25]4[CH:24]=[CH:23][CH:22]=[CH:21][C:20]=4[C:11]=3[N:12]([CH:14]3[CH2:19][CH2:18][CH2:17][NH:16][CH2:15]3)[N:13]=2)=[O:8])[CH2:6][CH2:5][O:4][CH2:3][CH2:2]1.C(N(CC)C(C)C)(C)C.[O:39]1[CH:43]=[CH:42][C:41]([C:44](Cl)=[O:45])=[CH:40]1. Product: [O:39]1[CH:43]=[CH:42][C:41]([C:44]([N:16]2[CH2:17][CH2:18][CH2:19][CH:14]([N:12]3[C:11]4[C:20]5[CH:21]=[CH:22][CH:23]=[CH:24][C:25]=5[S:26](=[O:29])(=[O:28])[CH2:27][C:10]=4[C:9]([C:7]([N:1]4[CH2:6][CH2:5][O:4][CH2:3][CH2:2]4)=[O:8])=[N:13]3)[CH2:15]2)=[O:45])=[CH:40]1. The catalyst class is: 2.